Predict the product of the given reaction. From a dataset of Forward reaction prediction with 1.9M reactions from USPTO patents (1976-2016). (1) Given the reactants [F:1][C:2]([F:31])([F:30])[C:3]1[C:4](=[O:29])[NH:5][C:6](=[O:28])[N:7]([CH2:9][CH2:10][CH2:11][N:12]2[CH2:17][C@H:16]3[C@:14]([C:18]4[CH:23]=[CH:22][C:21]([C:24]([F:27])([F:26])[F:25])=[CH:20][CH:19]=4)([CH2:15]3)[CH2:13]2)[CH:8]=1.[ClH:32], predict the reaction product. The product is: [ClH:32].[F:31][C:2]([F:1])([F:30])[C:3]1[C:4](=[O:29])[NH:5][C:6](=[O:28])[N:7]([CH2:9][CH2:10][CH2:11][N:12]2[CH2:17][C@H:16]3[C@:14]([C:18]4[CH:19]=[CH:20][C:21]([C:24]([F:27])([F:26])[F:25])=[CH:22][CH:23]=4)([CH2:15]3)[CH2:13]2)[CH:8]=1. (2) The product is: [CH2:24]([N:15]([CH2:8][C:9]1[CH:10]=[CH:11][CH:12]=[CH:13][CH:14]=1)[CH2:16][CH2:17][CH:18]1[CH2:19][CH2:20][N:21]([C:32]2[CH:37]=[C:36]([CH3:38])[N:35]=[C:34]([CH3:39])[N:33]=2)[CH2:22][CH2:23]1)[C:25]1[CH:30]=[CH:29][CH:28]=[CH:27][CH:26]=1. Given the reactants FC(F)(F)C(O)=O.[CH2:8]([N:15]([CH2:24][C:25]1[CH:30]=[CH:29][CH:28]=[CH:27][CH:26]=1)[CH2:16][CH2:17][CH:18]1[CH2:23][CH2:22][NH:21][CH2:20][CH2:19]1)[C:9]1[CH:14]=[CH:13][CH:12]=[CH:11][CH:10]=1.Cl[C:32]1[CH:37]=[C:36]([CH3:38])[N:35]=[C:34]([CH3:39])[N:33]=1.C([O-])([O-])=O.[K+].[K+], predict the reaction product. (3) Given the reactants N#N.Br[C:4]1[CH:9]=[CH:8][C:7]([OH:10])=[C:6]([CH3:11])[CH:5]=1.[CH:12]([C:14]1[O:15][C:16](B(O)O)=[CH:17][CH:18]=1)=[O:13].C([O-])([O-])=O.[Na+].[Na+], predict the reaction product. The product is: [OH:10][C:7]1[CH:8]=[CH:9][C:4]([C:16]2[O:15][C:14]([CH:12]=[O:13])=[CH:18][CH:17]=2)=[CH:5][C:6]=1[CH3:11]. (4) Given the reactants Cl[CH2:2][C:3]1[CH:8]=[CH:7][CH:6]=[C:5]([O:9][C:10]([F:13])([F:12])[F:11])[CH:4]=1.[F:14][C:15]1[C:20]([F:21])=[CH:19][CH:18]=[CH:17][C:16]=1[C:22]1[N:30]=[C:25]2[CH:26]=[N:27][NH:28][CH:29]=[C:24]2[N:23]=1, predict the reaction product. The product is: [F:14][C:15]1[C:20]([F:21])=[CH:19][CH:18]=[CH:17][C:16]=1[C:22]1[N:30]=[C:25]2[CH:26]=[N:27][N:28]([CH2:2][C:3]3[CH:8]=[CH:7][CH:6]=[C:5]([O:9][C:10]([F:13])([F:12])[F:11])[CH:4]=3)[CH:29]=[C:24]2[N:23]=1.